From a dataset of Full USPTO retrosynthesis dataset with 1.9M reactions from patents (1976-2016). Predict the reactants needed to synthesize the given product. Given the product [CH:1]1([CH2:4][C:5]([C:8]2[CH:9]=[N:10][C:11]([CH:17]([F:19])[F:18])=[N:12][CH:13]=2)([CH3:14])[C:6]#[N:7])[CH2:3][CH2:2]1, predict the reactants needed to synthesize it. The reactants are: [CH:1]1([CH2:4][C:5]([CH3:14])([C:8]2[CH:9]=[N:10][CH:11]=[N:12][CH:13]=2)[C:6]#[N:7])[CH2:3][CH2:2]1.C(O)([C:17](F)([F:19])[F:18])=O.C(OO)(C)(C)C.C([O-])(O)=O.[Na+].